The task is: Predict the reaction yield, written as a fraction of the theoretical maximum amount of product (1.0 means a 100% yield; for example, 0.34 means a 34% yield).. This data is from Reaction yield outcomes from USPTO patents with 853,638 reactions. (1) The reactants are [CH3:1][N:2]1[CH2:7][CH2:6][NH:5][CH2:4][CH2:3]1.C(N(CC)CC)C.Cl[C:16]1[C:21]([CH:22]([CH2:27][CH2:28][CH3:29])[C:23]([O:25][CH3:26])=[O:24])=[C:20]([CH3:30])[N:19]=[C:18]([C:31]2[CH:36]=[CH:35][CH:34]=[CH:33][CH:32]=2)[N:17]=1. The catalyst is O1CCCC1.C(=O)([O-])O.[Na+]. The product is [CH3:30][C:20]1[C:21]([CH:22]([CH2:27][CH2:28][CH3:29])[C:23]([O:25][CH3:26])=[O:24])=[C:16]([N:5]2[CH2:6][CH2:7][N:2]([CH3:1])[CH2:3][CH2:4]2)[N:17]=[C:18]([C:31]2[CH:36]=[CH:35][CH:34]=[CH:33][CH:32]=2)[N:19]=1. The yield is 0.630. (2) The reactants are [C:1]([C:3]1[CH:4]=[N:5][N:6]2[C:11](=[O:12])[C:10]([CH2:13][CH3:14])=[C:9]([C:15]([O:17]CC)=[O:16])[NH:8][C:7]=12)#[N:2].[Li+].[OH-]. The catalyst is CCO.O. The product is [C:1]([C:3]1[CH:4]=[N:5][N:6]2[C:11](=[O:12])[C:10]([CH2:13][CH3:14])=[C:9]([C:15]([OH:17])=[O:16])[NH:8][C:7]=12)#[N:2]. The yield is 0.890. (3) The reactants are [F:1][C:2]1[CH:3]=[C:4]([C:10](=[O:13])[CH2:11][CH3:12])[CH:5]=[CH:6][C:7]=1[O:8]C.C([O-])([O-])=O.[Na+].[Na+]. The catalyst is Br. The product is [F:1][C:2]1[CH:3]=[C:4]([C:10](=[O:13])[CH2:11][CH3:12])[CH:5]=[CH:6][C:7]=1[OH:8]. The yield is 0.660. (4) The reactants are Br[C:2]1[CH:3]=[CH:4][C:5]2[O:10][CH2:9][CH2:8][N:7]([CH2:11][C:12]3[CH:17]=[CH:16][CH:15]=[CH:14][CH:13]=3)[C:6]=2[CH:18]=1.B1(B2OC(C)(C)C(C)(C)O2)OC(C)(C)C(C)(C)O1.C([O-])(=O)C.[K+].Br[C:43]1[CH:44]=[C:45]([NH:50][S:51]([C:54]2[CH:59]=[CH:58][CH:57]=[CH:56][CH:55]=2)(=[O:53])=[O:52])[C:46]([Cl:49])=[N:47][CH:48]=1.C([O-])([O-])=O.[K+].[K+]. The catalyst is O1CCOCC1. The product is [Cl:49][C:46]1[C:45]([NH:50][S:51]([C:54]2[CH:55]=[CH:56][CH:57]=[CH:58][CH:59]=2)(=[O:53])=[O:52])=[CH:44][C:43]([C:2]2[CH:3]=[CH:4][C:5]3[O:10][CH2:9][CH2:8][N:7]([CH2:11][C:12]4[CH:17]=[CH:16][CH:15]=[CH:14][CH:13]=4)[C:6]=3[CH:18]=2)=[CH:48][N:47]=1. The yield is 0.260. (5) The product is [C:4]([O:3][C:1](=[O:2])[NH:8][C@@H:9]([C:14]([N:31]1[CH2:36][CH2:35][CH:34]([C:37]#[N:38])[CH2:33][CH2:32]1)=[O:16])[C:10]([CH3:11])([CH3:12])[CH3:13])([CH3:5])([CH3:6])[CH3:7]. The reactants are [C:1]([NH:8][C@@H:9]([C:14]([OH:16])=O)[C:10]([CH3:13])([CH3:12])[CH3:11])([O:3][C:4]([CH3:7])([CH3:6])[CH3:5])=[O:2].C1C=CC2N(O)N=NC=2C=1.C(Cl)CCl.[NH:31]1[CH2:36][CH2:35][CH:34]([C:37]#[N:38])[CH2:33][CH2:32]1.C(N(CC)C(C)C)(C)C. The yield is 0.970. The catalyst is CN(C=O)C. (6) The reactants are [NH:1]1[C:9]2[C:4](=[CH:5][CH:6]=[CH:7][CH:8]=2)[C:3](/[CH:10]=[CH:11]/[C:12]2[CH:20]=[CH:19][CH:18]=[CH:17][C:13]=2[C:14]([OH:16])=O)=[N:2]1.CN1CCOCC1.[NH2:28][C:29]1[S:30][CH:31]=[CH:32][N:33]=1.C(Cl)CCl.O.ON1C2C=CC=CC=2N=N1. The catalyst is C1COCC1.C(OCC)(=O)C.O. The product is [NH:1]1[C:9]2[C:4](=[CH:5][CH:6]=[CH:7][CH:8]=2)[C:3](/[CH:10]=[CH:11]/[C:12]2[CH:20]=[CH:19][CH:18]=[CH:17][C:13]=2[C:14]([NH:28][C:29]2[S:30][CH:31]=[CH:32][N:33]=2)=[O:16])=[N:2]1. The yield is 0.220. (7) The reactants are B(F)(F)F.CCOCC.[NH2:10][C:11]1[N:16]=[CH:15][C:14]([C:17]2[CH:22]=[CH:21][C:20]([C:23]([N:25]3[CH2:30][CH2:29][O:28][CH2:27][CH2:26]3)=O)=[C:19]([CH3:31])[CH:18]=2)=[CH:13][C:12]=1[C:32]1[N:33]=[N:34][N:35]([CH:37]([CH3:39])[CH3:38])[CH:36]=1.[BH4-].[Na+].CO. The catalyst is C1COCC1.O. The product is [CH:37]([N:35]1[CH:36]=[C:32]([C:12]2[C:11]([NH2:10])=[N:16][CH:15]=[C:14]([C:17]3[CH:22]=[CH:21][C:20]([CH2:23][N:25]4[CH2:26][CH2:27][O:28][CH2:29][CH2:30]4)=[C:19]([CH3:31])[CH:18]=3)[CH:13]=2)[N:33]=[N:34]1)([CH3:39])[CH3:38]. The yield is 0.155. (8) The reactants are [CH:1]([C:4]1[CH:5]=[C:6]2[C:14](=[CH:15][CH:16]=1)[N:13]([CH:17]([C:21]1[CH:26]=[CH:25][C:24]([C:27]([F:30])([F:29])[F:28])=[CH:23][CH:22]=1)[CH2:18][O:19][CH3:20])[C:12]1[CH:11]([CH2:31][C:32]([O:34]CC)=[O:33])[CH2:10][CH2:9][CH2:8][C:7]2=1)([CH3:3])[CH3:2].[Li+].[OH-]. The product is [CH:1]([C:4]1[CH:5]=[C:6]2[C:14](=[CH:15][CH:16]=1)[N:13]([CH:17]([C:21]1[CH:22]=[CH:23][C:24]([C:27]([F:28])([F:29])[F:30])=[CH:25][CH:26]=1)[CH2:18][O:19][CH3:20])[C:12]1[CH:11]([CH2:31][C:32]([OH:34])=[O:33])[CH2:10][CH2:9][CH2:8][C:7]2=1)([CH3:3])[CH3:2]. The yield is 0.670. The catalyst is C1COCC1.O.C(OCC)(=O)C. (9) The reactants are [NH2:1][C:2]1[CH:19]=[CH:18][C:5]([O:6][C:7]2[C:16]3[NH:15][C:14](=[O:17])[CH:13]=[N:12][C:11]=3[N:10]=[CH:9][CH:8]=2)=[CH:4][C:3]=1[S:20][CH3:21].[Cl:22][C:23]1[CH:28]=[CH:27][C:26]([N:29]=[C:30]=[O:31])=[CH:25][C:24]=1[C:32]([F:35])([F:34])[F:33]. No catalyst specified. The product is [Cl:22][C:23]1[CH:28]=[CH:27][C:26]([NH:29][C:30]([NH:1][C:2]2[CH:19]=[CH:18][C:5]([O:6][C:7]3[C:16]4[NH:15][C:14](=[O:17])[CH:13]=[N:12][C:11]=4[N:10]=[CH:9][CH:8]=3)=[CH:4][C:3]=2[S:20][CH3:21])=[O:31])=[CH:25][C:24]=1[C:32]([F:33])([F:34])[F:35]. The yield is 0.290. (10) The reactants are [C:1]([C:4]1[CH:9]=[CH:8][CH:7]=[C:6]([C:10](=O)[CH3:11])[N:5]=1)(=[O:3])[CH3:2].[CH3:13][C:14]1[CH:20]=[C:19]([CH3:21])[CH:18]=[C:17]([CH3:22])[C:15]=1[NH2:16]. The catalyst is C1(C)C=CC=CC=1.C1(C)C=CC(S(O)(=O)=O)=CC=1. The product is [CH3:13][C:14]1[CH:20]=[C:19]([CH3:21])[CH:18]=[C:17]([CH3:22])[C:15]=1[N:16]=[C:10]([C:6]1[CH:7]=[CH:8][CH:9]=[C:4]([C:1](=[O:3])[CH3:2])[N:5]=1)[CH3:11]. The yield is 0.287.